From a dataset of Skin sensitization/reaction prediction data. Regression/Classification. Given a drug SMILES string, predict its toxicity properties. Task type varies by dataset: regression for continuous values (e.g., LD50, hERG inhibition percentage) or binary classification for toxic/non-toxic outcomes (e.g., AMES mutagenicity, cardiotoxicity, hepatotoxicity). Dataset: skin_reaction. (1) The compound is COS(C)(=O)=O. The result is 1 (causes skin reaction). (2) The result is 0 (no skin reaction). The drug is COc1ccc(C(C)=O)cc1.